This data is from Forward reaction prediction with 1.9M reactions from USPTO patents (1976-2016). The task is: Predict the product of the given reaction. (1) The product is: [Cl:1][C:2]1[CH:10]=[CH:9][CH:8]=[C:7]2[C:3]=1[C:4]([C:14]([O:16][CH3:17])=[O:15])=[CH:5][N:6]2[CH2:11][CH2:12][O:13][CH:19]([F:27])[F:18]. Given the reactants [Cl:1][C:2]1[CH:10]=[CH:9][CH:8]=[C:7]2[C:3]=1[C:4]([C:14]([O:16][CH3:17])=[O:15])=[CH:5][N:6]2[CH2:11][CH2:12][OH:13].[F:18][C:19]([F:27])(S(F)(=O)=O)C(O)=O, predict the reaction product. (2) Given the reactants [Cl:1][C:2]1[N:7]=[C:6]([N:8]([C:10]2[CH:15]=[CH:14][N:13]=[C:12](F)[N:11]=2)[CH3:9])[C:5]([F:17])=[CH:4][N:3]=1.[NH2:18][C@@H:19]([CH3:36])[CH2:20][C:21]1[CH:22]=[C:23]([CH:33]=[CH:34][CH:35]=1)[CH2:24][NH:25][C:26](=[O:32])[O:27][C:28]([CH3:31])([CH3:30])[CH3:29].CCN(CC)CC, predict the reaction product. The product is: [Cl:1][C:2]1[N:7]=[C:6]([N:8]([CH3:9])[C:10]2[CH:15]=[CH:14][N:13]=[C:12]([NH:18][C@@H:19]([CH3:36])[CH2:20][C:21]3[CH:22]=[C:23]([CH:33]=[CH:34][CH:35]=3)[CH2:24][NH:25][C:26](=[O:32])[O:27][C:28]([CH3:29])([CH3:30])[CH3:31])[N:11]=2)[C:5]([F:17])=[CH:4][N:3]=1. (3) Given the reactants FC(F)(F)C(O)=O.[NH2:8][CH:9]1[CH2:14][CH2:13][CH2:12][N:11]([C:15]2[CH:20]=[CH:19][CH:18]=[CH:17][CH:16]=2)[C:10]1=[O:21].Br[C:23]([C:32]1[CH:37]=[CH:36][CH:35]=[CH:34][CH:33]=1)=[C:24]([N+:30]#[C-:31])[C:25]([O:27][CH2:28][CH3:29])=[O:26].C(N(CC)C(C)C)(C)C, predict the reaction product. The product is: [O:21]=[C:10]1[CH:9]([N:8]2[C:23]([C:32]3[CH:33]=[CH:34][CH:35]=[CH:36][CH:37]=3)=[C:24]([C:25]([O:27][CH2:28][CH3:29])=[O:26])[N:30]=[CH:31]2)[CH2:14][CH2:13][CH2:12][N:11]1[C:15]1[CH:16]=[CH:17][CH:18]=[CH:19][CH:20]=1. (4) The product is: [CH2:31]([O:9][CH2:10][CH2:11][CH2:12][CH2:13][CH2:14][CH2:15][CH2:16][CH2:17][CH2:18][CH2:19][CH2:20][CH2:21][CH2:22][CH2:23][CH2:24][CH:25]([CH3:27])[CH3:26])[CH:29]([CH2:28][OH:33])[OH:30]. Given the reactants C([O:9][CH2:10][CH2:11][CH2:12][CH2:13][CH2:14][CH2:15][CH2:16][CH2:17][CH2:18][CH2:19][CH2:20][CH2:21][CH2:22][CH2:23][CH2:24][CH:25]([CH3:27])[CH3:26])(=O)C1C=CC=CC=1.[C:28]([O-:33])(=O)[CH:29]([CH3:31])[OH:30].C([O-])(=O)C(C)(C)C.C([O-])(=O)CCCCCCC.C([O-])(=O)CCCCCCCCCCCCCCC.C([O-])(=O)CCCCCCCCCCCCC, predict the reaction product. (5) Given the reactants [O:1]=[C:2]1[N:6]([C:7]2[CH:12]=[CH:11][CH:10]=[C:9]([C:13]([F:16])([F:15])[F:14])[CH:8]=2)[CH2:5][CH:4](CC#N)[CH2:3]1.[OH-:20].[Na+].[CH2:22]([OH:24])[CH3:23], predict the reaction product. The product is: [O:24]=[C:22]1[N:6]([C:7]2[CH:12]=[CH:11][CH:10]=[C:9]([C:13]([F:16])([F:15])[F:14])[CH:8]=2)[CH2:5][CH:4]([CH2:3][C:2]([OH:1])=[O:20])[CH2:23]1. (6) Given the reactants [C:1]1([C:7]2[N:12]=[N:11][C:10]([C:13]3[CH:54]=[CH:53][C:16]([CH2:17][C:18]4[N:19]([C:31]5[CH:32]=[C:33]([N:37]6[S:41](=[O:43])(=[O:42])[N:40](COCC[Si](C)(C)C)[C:39](=[O:52])[CH2:38]6)[CH:34]=[CH:35][CH:36]=5)[CH:20]=[C:21]([C:23]5[CH:28]=[CH:27][C:26]([Cl:29])=[CH:25][C:24]=5[Cl:30])[N:22]=4)=[CH:15][CH:14]=3)=[CH:9][CH:8]=2)[CH2:6][CH2:5][CH2:4][CH2:3][CH:2]=1.[F-].C([N+](CCCC)(CCCC)CCCC)CCC, predict the reaction product. The product is: [C:1]1([C:7]2[N:12]=[N:11][C:10]([C:13]3[CH:54]=[CH:53][C:16]([CH2:17][C:18]4[N:19]([C:31]5[CH:32]=[C:33]([N:37]6[S:41](=[O:43])(=[O:42])[NH:40][C:39](=[O:52])[CH2:38]6)[CH:34]=[CH:35][CH:36]=5)[CH:20]=[C:21]([C:23]5[CH:28]=[CH:27][C:26]([Cl:29])=[CH:25][C:24]=5[Cl:30])[N:22]=4)=[CH:15][CH:14]=3)=[CH:9][CH:8]=2)[CH2:6][CH2:5][CH2:4][CH2:3][CH:2]=1. (7) Given the reactants [F:1][C:2]1[S:6][C:5]([NH:7][C:8]([C:10]2[CH:14]=[C:13]([CH:15]3[CH2:19][CH2:18][CH2:17][NH:16]3)[S:12][C:11]=2[CH3:20])=[O:9])=[N:4][CH:3]=1.Cl.C(N=C=NCCCN(C)C)C.O.ON1C2C=CC=CC=2N=N1.[NH:44]1[CH2:50][C:48](=[O:49])[NH:47][C:45]1=[O:46].C(N(C(C)C)CC)(C)C.C(=O)([O-])O.[Na+], predict the reaction product. The product is: [F:1][C:2]1[S:6][C:5]([NH:7][C:8]([C:10]2[CH:14]=[C:13]([CH:15]3[CH2:19][CH2:18][CH2:17][N:16]3[C:48](=[O:49])[CH2:50][NH:44][C:45]([NH2:47])=[O:46])[S:12][C:11]=2[CH3:20])=[O:9])=[N:4][CH:3]=1. (8) Given the reactants [F:1][C:2]1[CH:10]=[CH:9][C:8]2[NH:7][C:6]3[C:11]([C:16]([O:18][CH2:19][CH3:20])=[O:17])=[CH:12][NH:13][CH2:14][CH2:15][C:5]=3[C:4]=2[CH:3]=1.[F:21][C:22]1[CH:30]=[CH:29][C:25]([C:26](Cl)=[O:27])=[CH:24][CH:23]=1, predict the reaction product. The product is: [F:1][C:2]1[CH:10]=[CH:9][C:8]2[NH:7][C:6]3[C:11]([C:16]([O:18][CH2:19][CH3:20])=[O:17])=[CH:12][N:13]([C:26](=[O:27])[C:25]4[CH:29]=[CH:30][C:22]([F:21])=[CH:23][CH:24]=4)[CH2:14][CH2:15][C:5]=3[C:4]=2[CH:3]=1. (9) Given the reactants Cl[CH2:2][CH2:3][CH2:4][NH:5][C:6]([C:8]1[C:9]([C:14]2[CH:19]=[CH:18][CH:17]=[CH:16][CH:15]=2)=[N:10][O:11][C:12]=1[CH3:13])=[O:7].[F:20][C:21]1[CH:26]=[CH:25][C:24]([N:27]2[CH2:32][CH2:31][NH:30][CH2:29][CH2:28]2)=[C:23]([O:33][CH2:34][C:35]([F:38])([F:37])[F:36])[CH:22]=1.O[C:40]1C=CC(Cl)=CC=1N1CCNCC1, predict the reaction product. The product is: [CH2:13]([C:12]1[O:11][N:10]=[C:9]([C:14]2[CH:19]=[CH:18][CH:17]=[CH:16][CH:15]=2)[C:8]=1[C:6]([NH:5][CH2:4][CH2:3][CH2:2][N:30]1[CH2:31][CH2:32][N:27]([C:24]2[CH:25]=[CH:26][C:21]([F:20])=[CH:22][C:23]=2[O:33][CH2:34][C:35]([F:37])([F:36])[F:38])[CH2:28][CH2:29]1)=[O:7])[CH3:40]. (10) Given the reactants [C:1]([C:4]1[CH:5]=[C:6]([N:10]([C:16]#[C:17][CH3:18])[C:11]([CH:13]2[CH2:15][CH2:14]2)=[O:12])[CH:7]=[CH:8][CH:9]=1)(=[O:3])[CH3:2].CO[CH:21](OC)[N:22]([CH3:24])[CH3:23], predict the reaction product. The product is: [CH3:21][N:22]([CH3:24])[CH:23]=[CH:2][C:1]([C:4]1[CH:5]=[C:6]([N:10]([CH2:16][C:17]#[CH:18])[C:11]([CH:13]2[CH2:14][CH2:15]2)=[O:12])[CH:7]=[CH:8][CH:9]=1)=[O:3].